This data is from Forward reaction prediction with 1.9M reactions from USPTO patents (1976-2016). The task is: Predict the product of the given reaction. (1) The product is: [OH:8][CH2:9][C:10]([O:12][C:13]1[CH:22]=[C:21]2[C:16]([C:17](=[O:41])[C:18]([C:23]3[CH:28]=[CH:27][C:26]([O:29][C:30](=[O:40])[CH2:31][OH:32])=[CH:25][CH:24]=3)=[CH:19][O:20]2)=[CH:15][CH:14]=1)=[O:11]. Given the reactants C([O:8][CH2:9][C:10]([O:12][C:13]1[CH:22]=[C:21]2[C:16]([C:17](=[O:41])[C:18]([C:23]3[CH:28]=[CH:27][C:26]([O:29][C:30](=[O:40])[CH2:31][O:32]CC4C=CC=CC=4)=[CH:25][CH:24]=3)=[CH:19][O:20]2)=[CH:15][CH:14]=1)=[O:11])C1C=CC=CC=1, predict the reaction product. (2) Given the reactants [Br:1][C:2]1[CH:7]=[C:6]([CH2:8]SCC)[CH:5]=[CH:4][C:3]=1[O:12][CH2:13][C:14]([F:17])([F:16])[F:15].[CH:18]1C=C(Cl)C=C(C(OO)=O)[CH:19]=1.[O-:29][S:30]([O-:32])=O.[Na+].[Na+], predict the reaction product. The product is: [Br:1][C:2]1[CH:7]=[C:6]([CH2:8][S:30]([CH2:18][CH3:19])(=[O:32])=[O:29])[CH:5]=[CH:4][C:3]=1[O:12][CH2:13][C:14]([F:15])([F:17])[F:16]. (3) Given the reactants [NH2:1][C:2]1[C:7]([NH:8][CH2:9][C:10]#[N:11])=[C:6]([S:12][CH2:13][C:14]2[CH:19]=[CH:18][CH:17]=[C:16]([F:20])[C:15]=2[F:21])[N:5]=[C:4]([S:22][CH2:23][C:24]2[CH:29]=[CH:28][CH:27]=[C:26]([F:30])[C:25]=2[F:31])[N:3]=1.[OH-].[K+], predict the reaction product. The product is: [F:31][C:25]1[C:26]([F:30])=[CH:27][CH:28]=[CH:29][C:24]=1[CH2:23][S:22][C:4]1[N:5]=[C:6]([S:12][CH2:13][C:14]2[CH:19]=[CH:18][CH:17]=[C:16]([F:20])[C:15]=2[F:21])[C:7]2[C:2](=[N:1][C:10]([NH2:11])=[CH:9][N:8]=2)[N:3]=1. (4) Given the reactants [F:1][C:2]1[CH:3]=[C:4]([C:12]2[C:20]3[CH2:19][CH2:18][CH:17]([NH2:21])[C:16]=3[CH:15]=[N:14][CH:13]=2)[CH:5]=[CH:6][C:7]=1[C:8]([F:11])([F:10])[F:9].C(N(CC)C(C)C)(C)C.[C:31](Cl)(=[O:34])[CH2:32][CH3:33], predict the reaction product. The product is: [F:1][C:2]1[CH:3]=[C:4]([C:12]2[C:20]3[CH2:19][CH2:18][CH:17]([NH:21][C:31](=[O:34])[CH2:32][CH3:33])[C:16]=3[CH:15]=[N:14][CH:13]=2)[CH:5]=[CH:6][C:7]=1[C:8]([F:9])([F:11])[F:10]. (5) The product is: [CH3:1][CH:2]1[CH2:7][CH:6]([C:8]([O:10][CH3:11])=[O:9])[CH2:5][CH2:4][N:3]1[C:12]([O:14][C:15]([CH3:18])([CH3:17])[CH3:16])=[O:13]. Given the reactants [CH3:1][C:2]1[CH:7]=[C:6]([C:8]([O:10][CH3:11])=[O:9])[CH:5]=[CH:4][N:3]=1.[C:12](O[C:12]([O:14][C:15]([CH3:18])([CH3:17])[CH3:16])=[O:13])([O:14][C:15]([CH3:18])([CH3:17])[CH3:16])=[O:13], predict the reaction product.